From a dataset of Forward reaction prediction with 1.9M reactions from USPTO patents (1976-2016). Predict the product of the given reaction. (1) Given the reactants [F:1][C:2]([F:22])([O:8][C:9]1[CH:14]=[C:13]([F:15])[C:12]([N+:16]([O-])=O)=[CH:11][C:10]=1[N+:19]([O-])=O)[C:3]([N:5]([CH3:7])[CH3:6])=[O:4].CO.C1CCCCC1.CCOC(C)=O, predict the reaction product. The product is: [F:22][C:2]([F:1])([O:8][C:9]1[CH:14]=[C:13]([F:15])[C:12]([NH2:16])=[CH:11][C:10]=1[NH2:19])[C:3]([N:5]([CH3:7])[CH3:6])=[O:4]. (2) The product is: [CH2:1]([NH:3][C:4]([C:6]1[C:14]2[C:9](=[N:10][CH:11]=[C:12]([O:56][C:52]3[CH:53]=[CH:54][CH:55]=[C:50]([CH2:48][CH3:49])[CH:51]=3)[N:13]=2)[NH:8][CH:7]=1)=[O:5])[CH3:2]. Given the reactants [CH2:1]([NH:3][C:4]([C:6]1[C:14]2[C:9](=[N:10][CH:11]=[C:12](Br)[N:13]=2)[N:8](COCC[Si](C)(C)C)[CH:7]=1)=[O:5])[CH3:2].C(NC(C1C2C(=NC=C(Br)N=2)N(COCC[Si](C)(C)C)C=1)=O)(C)C.[CH2:48]([C:50]1[CH:51]=[C:52]([OH:56])[CH:53]=[CH:54][CH:55]=1)[CH3:49].C(C1C=C(O)C=CC=1)#N, predict the reaction product. (3) Given the reactants [CH2:1]([S:3]([N:6]1[CH2:11][CH2:10][CH:9]([C:12]2[C:20]3[C:15](=[C:16]([C:28]([NH2:30])=[O:29])[CH:17]=[C:18]([C:21]4[S:22][C:23]([CH:26]=O)=[CH:24][CH:25]=4)[CH:19]=3)[NH:14][CH:13]=2)[CH2:8][CH2:7]1)(=[O:5])=[O:4])[CH3:2].[CH3:31][NH2:32].C1COCC1.C(O[BH-](OC(=O)C)OC(=O)C)(=O)C.[Na+], predict the reaction product. The product is: [CH2:1]([S:3]([N:6]1[CH2:7][CH2:8][CH:9]([C:12]2[C:20]3[C:15](=[C:16]([C:28]([NH2:30])=[O:29])[CH:17]=[C:18]([C:21]4[S:22][C:23]([CH2:26][NH:32][CH3:31])=[CH:24][CH:25]=4)[CH:19]=3)[NH:14][CH:13]=2)[CH2:10][CH2:11]1)(=[O:4])=[O:5])[CH3:2]. (4) Given the reactants [OH-].[K+].[C:3]([C:6]1[N:11]=[C:10]([C:12]2[CH:17]=[CH:16][C:15]([C:18]3[CH:23]=[C:22]([Cl:24])[C:21]([CH2:25][C:26]([O:28]C)=[O:27])=[CH:20][C:19]=3[Cl:30])=[CH:14][CH:13]=2)[C:9]([CH3:31])=[N:8][C:7]=1[CH3:32])(=[O:5])[NH2:4].Cl, predict the reaction product. The product is: [C:3]([C:6]1[N:11]=[C:10]([C:12]2[CH:13]=[CH:14][C:15]([C:18]3[CH:23]=[C:22]([Cl:24])[C:21]([CH2:25][C:26]([OH:28])=[O:27])=[CH:20][C:19]=3[Cl:30])=[CH:16][CH:17]=2)[C:9]([CH3:31])=[N:8][C:7]=1[CH3:32])(=[O:5])[NH2:4]. (5) Given the reactants [C:1]([O:5][C:6]([N:8]1[CH2:20][C@@H:19]([CH3:21])[N:18]2[C@H:10]([CH2:11][C:12]3[C:17]2=[N:16][C:15](Br)=[CH:14][CH:13]=3)[CH2:9]1)=[O:7])([CH3:4])([CH3:3])[CH3:2].[CH2:23](B(CC)CC)[CH3:24].C(=O)([O-])[O-].[K+].[K+].O, predict the reaction product. The product is: [C:1]([O:5][C:6]([N:8]1[CH2:20][C@@H:19]([CH3:21])[N:18]2[C@H:10]([CH2:11][C:12]3[C:17]2=[N:16][C:15]([CH2:23][CH3:24])=[CH:14][CH:13]=3)[CH2:9]1)=[O:7])([CH3:4])([CH3:3])[CH3:2].